From a dataset of NCI-60 drug combinations with 297,098 pairs across 59 cell lines. Regression. Given two drug SMILES strings and cell line genomic features, predict the synergy score measuring deviation from expected non-interaction effect. (1) Synergy scores: CSS=0.985, Synergy_ZIP=-0.813, Synergy_Bliss=-2.09, Synergy_Loewe=-1.87, Synergy_HSA=-3.18. Drug 2: N.N.Cl[Pt+2]Cl. Drug 1: C#CCC(CC1=CN=C2C(=N1)C(=NC(=N2)N)N)C3=CC=C(C=C3)C(=O)NC(CCC(=O)O)C(=O)O. Cell line: NCI-H322M. (2) Drug 1: CC1=C(C=C(C=C1)NC2=NC=CC(=N2)N(C)C3=CC4=NN(C(=C4C=C3)C)C)S(=O)(=O)N.Cl. Drug 2: C(=O)(N)NO. Cell line: OVCAR-4. Synergy scores: CSS=1.21, Synergy_ZIP=0.381, Synergy_Bliss=-1.01, Synergy_Loewe=-3.27, Synergy_HSA=-2.16. (3) Drug 1: CC1CCC2CC(C(=CC=CC=CC(CC(C(=O)C(C(C(=CC(C(=O)CC(OC(=O)C3CCCCN3C(=O)C(=O)C1(O2)O)C(C)CC4CCC(C(C4)OC)O)C)C)O)OC)C)C)C)OC. Drug 2: C(CCl)NC(=O)N(CCCl)N=O. Cell line: OVCAR-8. Synergy scores: CSS=29.1, Synergy_ZIP=-7.15, Synergy_Bliss=1.61, Synergy_Loewe=-72.6, Synergy_HSA=2.49. (4) Drug 1: C1C(C(OC1N2C=NC3=C(N=C(N=C32)Cl)N)CO)O. Drug 2: C1CC(C1)(C(=O)O)C(=O)O.[NH2-].[NH2-].[Pt+2]. Cell line: NCIH23. Synergy scores: CSS=52.7, Synergy_ZIP=-2.89, Synergy_Bliss=-2.34, Synergy_Loewe=-5.58, Synergy_HSA=-0.510. (5) Drug 1: CC1C(C(=O)NC(C(=O)N2CCCC2C(=O)N(CC(=O)N(C(C(=O)O1)C(C)C)C)C)C(C)C)NC(=O)C3=C4C(=C(C=C3)C)OC5=C(C(=O)C(=C(C5=N4)C(=O)NC6C(OC(=O)C(N(C(=O)CN(C(=O)C7CCCN7C(=O)C(NC6=O)C(C)C)C)C)C(C)C)C)N)C. Drug 2: C1CNP(=O)(OC1)N(CCCl)CCCl. Cell line: U251. Synergy scores: CSS=39.4, Synergy_ZIP=-4.93, Synergy_Bliss=-9.12, Synergy_Loewe=-44.3, Synergy_HSA=-6.89.